Dataset: Catalyst prediction with 721,799 reactions and 888 catalyst types from USPTO. Task: Predict which catalyst facilitates the given reaction. (1) Reactant: [CH2:1]1[C:13]2[NH:12][C:11]3[C:6](=[CH:7][CH:8]=[CH:9][CH:10]=3)[C:5]=2[CH2:4][CH:3](C(OCC)=O)[NH:2]1.[Se](=O)=O. Product: [CH:1]1[C:13]2[NH:12][C:11]3[C:6](=[CH:7][CH:8]=[CH:9][CH:10]=3)[C:5]=2[CH:4]=[CH:3][N:2]=1. The catalyst class is: 15. (2) Reactant: C[O:2][C:3](=[O:24])[CH:4]([NH:12][C:13]1[CH:18]=[C:17]([F:19])[CH:16]=[C:15]([C:20]([F:23])([F:22])[F:21])[CH:14]=1)[CH2:5][CH2:6][CH2:7][CH2:8][CH2:9][CH:10]=[CH2:11].O.[OH-].[Li+]. Product: [F:22][C:20]([F:21])([F:23])[C:15]1[CH:14]=[C:13]([NH:12][CH:4]([CH2:5][CH2:6][CH2:7][CH2:8][CH2:9][CH:10]=[CH2:11])[C:3]([OH:24])=[O:2])[CH:18]=[C:17]([F:19])[CH:16]=1. The catalyst class is: 30. (3) Reactant: [C:1]([N:8]1[CH2:15][CH2:14][CH2:13][C@@H:9]1[C:10]([OH:12])=O)([O:3][C:4]([CH3:7])([CH3:6])[CH3:5])=[O:2].CN1CCOCC1.ClC(OCC(C)C)=O.[Br:31][C:32]1[CH:38]=[CH:37][CH:36]=[CH:35][C:33]=1[NH2:34]. Product: [Br:31][C:32]1[CH:38]=[CH:37][CH:36]=[CH:35][C:33]=1[NH:34][C:10]([C@H:9]1[CH2:13][CH2:14][CH2:15][N:8]1[C:1]([O:3][C:4]([CH3:5])([CH3:6])[CH3:7])=[O:2])=[O:12]. The catalyst class is: 4. (4) The catalyst class is: 6. Reactant: [C:1](N1C=CN=C1)(N1C=CN=C1)=[O:2].N12CCCN=C1CCCCC2.CN(C)C=O.[CH2:29]([C:33]1[N:34]=[C:35]([CH3:63])[N:36]([C:57]2[CH:62]=[CH:61][CH:60]=[CH:59][N:58]=2)[C:37](=[O:56])[C:38]=1[CH2:39][C:40]1[CH:41]=[CH:42][C:43]([C:46]2[CH:55]=[CH:54][CH:53]=[CH:52][C:47]=2[C:48](=[N:50][OH:51])[NH2:49])=[N:44][CH:45]=1)[CH2:30][CH2:31][CH3:32]. Product: [CH2:29]([C:33]1[N:34]=[C:35]([CH3:63])[N:36]([C:57]2[CH:62]=[CH:61][CH:60]=[CH:59][N:58]=2)[C:37](=[O:56])[C:38]=1[CH2:39][C:40]1[CH:41]=[CH:42][C:43]([C:46]2[CH:55]=[CH:54][CH:53]=[CH:52][C:47]=2[C:48]2[NH:49][C:1](=[O:2])[O:51][N:50]=2)=[N:44][CH:45]=1)[CH2:30][CH2:31][CH3:32]. (5) Reactant: C(OC(=O)[NH:7][C@H:8]1[CH2:13][CH2:12][CH2:11][C@@H:10]([C:14]#[N:15])[CH2:9]1)(C)(C)C.[F:17][C:18]([F:23])([F:22])[C:19]([OH:21])=[O:20]. Product: [F:17][C:18]([F:23])([F:22])[C:19]([OH:21])=[O:20].[NH2:7][C@@H:8]1[CH2:13][CH2:12][CH2:11][C@H:10]([C:14]#[N:15])[CH2:9]1. The catalyst class is: 4.